This data is from Forward reaction prediction with 1.9M reactions from USPTO patents (1976-2016). The task is: Predict the product of the given reaction. (1) The product is: [CH:1]1([N:4]2[CH2:9][CH2:8][N:7]([C:10]3[S:11][C:12]4[CH:18]=[C:17]([CH2:19][N:23]([CH3:24])[CH3:22])[CH:16]=[CH:15][C:13]=4[N:14]=3)[CH2:6][CH2:5]2)[CH2:3][CH2:2]1. Given the reactants [CH:1]1([N:4]2[CH2:9][CH2:8][N:7]([C:10]3[S:11][C:12]4[CH:18]=[C:17]([CH:19]=O)[CH:16]=[CH:15][C:13]=4[N:14]=3)[CH2:6][CH2:5]2)[CH2:3][CH2:2]1.Cl.[CH3:22][NH:23][CH3:24].C(O)(=O)C.[BH3-]C#N.[Na+], predict the reaction product. (2) Given the reactants [OH:1][C:2]1[CH:10]=[C:9]([C:11]([F:14])([F:13])[F:12])[CH:8]=[CH:7][C:3]=1[C:4]([OH:6])=[O:5].[C:15](=O)([O-])[O-].[K+].[K+].Br[CH:22]([CH3:24])[CH3:23].CCO[C:28]([CH3:30])=O, predict the reaction product. The product is: [CH:22]([O:5][C:4](=[O:6])[C:3]1[CH:7]=[CH:8][C:9]([C:11]([F:12])([F:13])[F:14])=[CH:10][C:2]=1[O:1][CH:28]([CH3:30])[CH3:15])([CH3:24])[CH3:23]. (3) Given the reactants [Li][C:2](C)(C)[CH3:3].CCCCC.[C:11]1([S:17]([N:20]2[C:24]3=[N:25][CH:26]=[C:27]([C:29]4[CH:34]=[CH:33][CH:32]=[C:31]([F:35])[CH:30]=4)[CH:28]=[C:23]3[CH:22]=[CH:21]2)(=[O:19])=[O:18])[CH:16]=[CH:15][CH:14]=[CH:13][CH:12]=1.C(I)C, predict the reaction product. The product is: [C:11]1([S:17]([N:20]2[C:24]3=[N:25][CH:26]=[C:27]([C:29]4[CH:34]=[CH:33][CH:32]=[C:31]([F:35])[CH:30]=4)[CH:28]=[C:23]3[CH:22]=[C:21]2[CH2:2][CH3:3])(=[O:19])=[O:18])[CH:16]=[CH:15][CH:14]=[CH:13][CH:12]=1.